This data is from NCI-60 drug combinations with 297,098 pairs across 59 cell lines. The task is: Regression. Given two drug SMILES strings and cell line genomic features, predict the synergy score measuring deviation from expected non-interaction effect. (1) Drug 1: C1C(C(OC1N2C=NC3=C(N=C(N=C32)Cl)N)CO)O. Drug 2: C1=NC2=C(N1)C(=S)N=CN2. Cell line: UO-31. Synergy scores: CSS=19.5, Synergy_ZIP=-6.92, Synergy_Bliss=0.356, Synergy_Loewe=0.458, Synergy_HSA=2.99. (2) Cell line: SF-268. Synergy scores: CSS=16.4, Synergy_ZIP=0.0690, Synergy_Bliss=6.84, Synergy_Loewe=4.69, Synergy_HSA=4.36. Drug 2: COC1=C2C(=CC3=C1OC=C3)C=CC(=O)O2. Drug 1: C1CC(C1)(C(=O)O)C(=O)O.[NH2-].[NH2-].[Pt+2].